From a dataset of Full USPTO retrosynthesis dataset with 1.9M reactions from patents (1976-2016). Predict the reactants needed to synthesize the given product. Given the product [OH:2][CH2:3][C:4]([N:7]1[CH:11]=[C:10]([NH:12][C:13](=[O:30])[CH:14]([NH:18][C:19](=[O:29])[CH2:20][C:21]2[CH:26]=[C:25]([F:27])[CH:24]=[C:23]([F:28])[CH:22]=2)[CH2:15][CH2:16][CH3:17])[N:9]=[CH:8]1)([CH3:6])[CH3:5], predict the reactants needed to synthesize it. The reactants are: C[O:2][C:3](=O)[C:4]([N:7]1[CH:11]=[C:10]([NH:12][C:13](=[O:30])[CH:14]([NH:18][C:19](=[O:29])[CH2:20][C:21]2[CH:26]=[C:25]([F:27])[CH:24]=[C:23]([F:28])[CH:22]=2)[CH2:15][CH2:16][CH3:17])[N:9]=[CH:8]1)([CH3:6])[CH3:5].[H-].[H-].[H-].[H-].[Li+].[Al+3].